This data is from Forward reaction prediction with 1.9M reactions from USPTO patents (1976-2016). The task is: Predict the product of the given reaction. Given the reactants [N:1]1[CH:6]=[CH:5][CH:4]=[CH:3][C:2]=1[C:7](=[O:13])[C:8]([O:10][CH2:11][CH3:12])=[O:9].[CH2:14]1[CH2:18]OC[CH2:15]1, predict the reaction product. The product is: [CH:15]1([C:7]([OH:13])([C:2]2[CH:3]=[CH:4][CH:5]=[CH:6][N:1]=2)[C:8]([O:10][CH2:11][CH3:12])=[O:9])[CH2:14][CH2:18]1.